This data is from Forward reaction prediction with 1.9M reactions from USPTO patents (1976-2016). The task is: Predict the product of the given reaction. (1) Given the reactants [S:1]1[CH:5]=[C:4]([C:6]2[NH:7][C:8]3[CH:14]=[C:13]([NH2:15])[CH:12]=[CH:11][C:9]=3[N:10]=2)[N:3]=[CH:2]1.[OH:16][C@:17]([C:22]1[CH:27]=[CH:26][CH:25]=[CH:24][CH:23]=1)([CH3:21])[C:18]([OH:20])=[O:19].C(N(C(C)C)CC)(C)C.F[P-](F)(F)(F)(F)F.N1(O[P+](N2CCCC2)(N2CCCC2)N2CCCC2)C2C=CC=CC=2N=N1, predict the reaction product. The product is: [OH:16][C@:17]([C:22]1[CH:27]=[CH:26][CH:25]=[CH:24][CH:23]=1)([CH3:21])[C:18]([NH:15][C:13]1[CH:12]=[CH:11][C:9]2[NH:10][C:6]([C:4]3[N:3]=[CH:2][S:1][CH:5]=3)=[N:7][C:8]=2[CH:14]=1)=[O:19].[C:22]1([C@H:17]([CH3:21])[C:18]([NH:15][C:13]2[CH:12]=[CH:11][C:9]3[NH:10][C:6]([C:4]4[N:3]=[CH:2][S:1][CH:5]=4)=[N:7][C:8]=3[CH:14]=2)=[O:20])[CH:27]=[CH:26][CH:25]=[CH:24][CH:23]=1. (2) Given the reactants [C:1]([C:4]1[CH:9]=[CH:8][C:7]([N:10]2[C:14]3=[N:15][CH:16]=[CH:17][C:18]([C:19]4[CH:20]=[N:21][C:22]5[C:27]([CH:28]=4)=[CH:26][CH:25]=[CH:24][CH:23]=5)=[C:13]3[C:12]([CH:29]([CH3:31])[CH3:30])=[N:11]2)=[CH:6][C:5]=1[NH:32][CH:33]1[CH2:38][CH2:37][N:36](C(OC(C)(C)C)=O)[CH2:35][CH2:34]1)(=[O:3])[NH2:2].C(Cl)(Cl)Cl.O.C(=O)(O)[O-].[Na+], predict the reaction product. The product is: [CH:29]([C:12]1[C:13]2[C:14](=[N:15][CH:16]=[CH:17][C:18]=2[C:19]2[CH:20]=[N:21][C:22]3[C:27]([CH:28]=2)=[CH:26][CH:25]=[CH:24][CH:23]=3)[N:10]([C:7]2[CH:8]=[CH:9][C:4]([C:1]([NH2:2])=[O:3])=[C:5]([NH:32][CH:33]3[CH2:34][CH2:35][NH:36][CH2:37][CH2:38]3)[CH:6]=2)[N:11]=1)([CH3:31])[CH3:30]. (3) Given the reactants [OH:1][C:2]1[CH:9]=[CH:8][C:5]([CH:6]=[O:7])=[CH:4][C:3]=1[O:10][CH3:11].C(=O)([O-])[O-].[K+].[K+].[CH3:18][O:19][CH2:20]Cl, predict the reaction product. The product is: [CH3:18][O:19][CH2:20][O:1][C:2]1[CH:9]=[CH:8][C:5]([CH:6]=[O:7])=[CH:4][C:3]=1[O:10][CH3:11]. (4) Given the reactants [CH:1]1([C:4]2[C:13]([CH:14]=[O:15])=[C:12]([C:16]3[CH:21]=[CH:20][C:19]([F:22])=[CH:18][CH:17]=3)[C:11]3[C:6](=[CH:7][CH:8]=[CH:9][CH:10]=3)[N:5]=2)[CH2:3][CH2:2]1.CO.O1CCCC1.[BH4-].[Na+], predict the reaction product. The product is: [CH:1]1([C:4]2[C:13]([CH2:14][OH:15])=[C:12]([C:16]3[CH:21]=[CH:20][C:19]([F:22])=[CH:18][CH:17]=3)[C:11]3[C:6](=[CH:7][CH:8]=[CH:9][CH:10]=3)[N:5]=2)[CH2:2][CH2:3]1. (5) The product is: [CH2:20]([O:27][C:28]1[CH:33]=[CH:32][N:31]([C:34]2[CH:35]=[CH:36][C:37]([C:38]#[N:39])=[CH:40][CH:41]=2)[C:30](=[O:42])[C:29]=1[Br:43])[C:21]1[CH:22]=[CH:23][CH:24]=[CH:25][CH:26]=1. Given the reactants BrC1C(=O)NC(C)=CC=1OCC1C=CC(F)=CC=1F.[CH2:20]([O:27][C:28]1[CH:33]=[CH:32][N:31]([C:34]2[CH:41]=[CH:40][C:37]([C:38]#[N:39])=[CH:36][CH:35]=2)[C:30](=[O:42])[C:29]=1[Br:43])[C:21]1[CH:26]=[CH:25][CH:24]=[CH:23][CH:22]=1.C(=O)([O-])[O-].[Cs+].[Cs+].FC1C=CC(C#N)=CC=1, predict the reaction product. (6) Given the reactants [CH3:1][O:2][C:3]1[C:4]([N+:21]([O-])=O)=[C:5]([CH:18]=[CH:19][CH:20]=1)[CH:6]=[C:7]([C:13]([O:15][CH2:16][CH3:17])=[O:14])[C:8](OCC)=[O:9], predict the reaction product. The product is: [CH3:1][O:2][C:3]1[CH:20]=[CH:19][CH:18]=[C:5]2[C:4]=1[NH:21][C:8](=[O:9])[CH:7]([C:13]([O:15][CH2:16][CH3:17])=[O:14])[CH2:6]2. (7) Given the reactants CS(Cl)(=O)=O.[C:6]1([CH:16](O)[CH3:17])[C:15]2[C:10](=[CH:11][CH:12]=[CH:13][CH:14]=2)[CH:9]=[CH:8][CH:7]=1.C(N(CC)CC)C.Cl.[Br:27][C:28]1[CH:40]=[CH:39][C:38]([O:41][CH3:42])=[CH:37][C:29]=1[CH2:30][CH:31]1[CH2:36][CH2:35][NH:34][CH2:33][CH2:32]1.[I-].[K+].C(=O)([O-])[O-].[K+].[K+], predict the reaction product. The product is: [C:6]1([CH2:16][CH2:17][N:34]2[CH2:33][CH2:32][CH:31]([CH2:30][C:29]3[CH:37]=[C:38]([O:41][CH3:42])[CH:39]=[CH:40][C:28]=3[Br:27])[CH2:36][CH2:35]2)[C:15]2[C:10](=[CH:11][CH:12]=[CH:13][CH:14]=2)[CH:9]=[CH:8][CH:7]=1. (8) Given the reactants [OH:1][C:2]1[CH:11]=[CH:10][CH:9]=[C:8]2[C:3]=1[C:4]([NH:12][C:13]1[CH:18]=[CH:17][C:16]([O:19][C:20]3[CH:21]=[N:22][C:23]([CH3:26])=[CH:24][CH:25]=3)=[C:15]([CH3:27])[CH:14]=1)=[N:5][CH:6]=[N:7]2.[C:28]([O:33][CH3:34])(=[O:32])[C@H:29]([CH3:31])O, predict the reaction product. The product is: [CH3:27][C:15]1[CH:14]=[C:13]([NH:12][C:4]2[C:3]3[C:8](=[CH:9][CH:10]=[CH:11][C:2]=3[O:1][C@H:29]([CH3:31])[C:28]([O:33][CH3:34])=[O:32])[N:7]=[CH:6][N:5]=2)[CH:18]=[CH:17][C:16]=1[O:19][C:20]1[CH:21]=[N:22][C:23]([CH3:26])=[CH:24][CH:25]=1. (9) Given the reactants [PH4+].[CH2:2]([CH:12]=[CH:13][C:14]([CH2:17][CH2:18][CH:19]=[C:20]([CH3:22])[CH3:21])([CH3:16])O)/[CH:3]=[C:4](/[CH2:6][CH2:7][CH:8]=[C:9]([CH3:11])[CH3:10])\[CH3:5], predict the reaction product. The product is: [CH3:22][C:20]([CH3:21])=[CH:19][CH2:18][CH2:17]/[C:14](/[CH3:16])=[CH:13]/[CH2:12][CH2:10]/[C:9](/[CH3:11])=[CH:8]/[CH2:7][CH2:6]/[C:4](/[CH3:5])=[CH:3]/[CH:2]=[CH:12]/[CH:13]=[C:14](/[CH:17]=[CH:18]/[CH:19]=[C:20](/[CH2:22][CH2:2]/[CH:3]=[C:4](/[CH2:6][CH2:7][CH:8]=[C:9]([CH3:11])[CH3:10])\[CH3:5])\[CH3:21])\[CH3:16]. (10) Given the reactants [CH2:1]([O:8][CH2:9][CH2:10][O:11][C:12]1[CH:20]=[C:19]2[C:15]([C:16]([NH2:21])=[N:17][NH:18]2)=[CH:14][CH:13]=1)[C:2]1[CH:7]=[CH:6][CH:5]=[CH:4][CH:3]=1.[Br:22][C:23]1[CH:31]=[CH:30][C:26]([C:27](Cl)=[O:28])=[CH:25][CH:24]=1, predict the reaction product. The product is: [CH2:1]([O:8][CH2:9][CH2:10][O:11][C:12]1[CH:20]=[C:19]2[C:15]([C:16]([NH:21][C:27](=[O:28])[C:26]3[CH:30]=[CH:31][C:23]([Br:22])=[CH:24][CH:25]=3)=[N:17][NH:18]2)=[CH:14][CH:13]=1)[C:2]1[CH:3]=[CH:4][CH:5]=[CH:6][CH:7]=1.